Task: Predict the reaction yield, written as a fraction of the theoretical maximum amount of product (1.0 means a 100% yield; for example, 0.34 means a 34% yield).. Dataset: Reaction yield outcomes from USPTO patents with 853,638 reactions (1) The reactants are C[O:2][C:3]([C:5]1[CH:6]=[C:7]2[C:12](=[CH:13][CH:14]=1)[N:11]=[CH:10][CH:9]=[N:8]2)=[O:4].[OH-].[Na+].Cl. The catalyst is C(O)C. The product is [N:11]1[C:12]2[C:7](=[CH:6][C:5]([C:3]([OH:4])=[O:2])=[CH:14][CH:13]=2)[N:8]=[CH:9][CH:10]=1. The yield is 0.766. (2) The reactants are C(O[C:6]([NH:8][C:9]1[CH:14]=[CH:13][CH:12]=[CH:11][C:10]=1[NH2:15])=[O:7])(C)(C)C.[CH3:16][N:17]1[CH2:22][CH2:21][O:20][CH2:19][CH2:18]1.CON1N=[C:29](OC)[CH:28]=[C:27](Cl)[NH:26]1.Cl.[CH3:35]N(C)C=O. The catalyst is O1CCOCC1.O. The product is [NH2:15][C:10]1[CH:11]=[CH:12][CH:13]=[CH:14][C:9]=1[NH:8][C:6](=[O:7])[C:28]1[CH:29]=[CH:35][C:16]([N:17]2[CH2:22][CH2:21][O:20][CH2:19][CH2:18]2)=[N:26][CH:27]=1. The yield is 0.330. (3) The reactants are [CH3:1][C:2]([Si:5](Cl)([C:12]1[CH:17]=[CH:16][CH:15]=[CH:14][CH:13]=1)[C:6]1[CH:11]=[CH:10][CH:9]=[CH:8][CH:7]=1)([CH3:4])[CH3:3].N1C=CN=C1.[OH:24][C@H:25]([CH2:46][OH:47])[C@H:26]([NH:35][C:36](=[O:45])[O:37][CH2:38][C:39]1[CH:44]=[CH:43][CH:42]=[CH:41][CH:40]=1)[C:27]1[CH:32]=[CH:31][C:30]([O:33][CH3:34])=[CH:29][CH:28]=1. The catalyst is CN(C=O)C.CCOC(C)=O. The product is [Si:5]([O:47][CH2:46][C@@H:25]([OH:24])[C@H:26]([NH:35][C:36](=[O:45])[O:37][CH2:38][C:39]1[CH:40]=[CH:41][CH:42]=[CH:43][CH:44]=1)[C:27]1[CH:28]=[CH:29][C:30]([O:33][CH3:34])=[CH:31][CH:32]=1)([C:2]([CH3:4])([CH3:3])[CH3:1])([C:12]1[CH:17]=[CH:16][CH:15]=[CH:14][CH:13]=1)[C:6]1[CH:11]=[CH:10][CH:9]=[CH:8][CH:7]=1. The yield is 0.830. (4) The reactants are [H-].[Na+].[CH2:3]([O:6][C:7]1[CH:8]=[C:9]([O:15][S:16]([C:19]([F:22])([F:21])[F:20])(=[O:18])=[O:17])[CH:10]=[CH:11][C:12]=1[CH:13]=O)[CH:4]=[CH2:5].[CH2:23]1COCC1. The catalyst is [Br-].C[P+](C1C=CC=CC=1)(C1C=CC=CC=1)C1C=CC=CC=1.CCCCCC. The product is [CH2:3]([O:6][C:7]1[CH:8]=[C:9]([O:15][S:16]([C:19]([F:22])([F:21])[F:20])(=[O:18])=[O:17])[CH:10]=[CH:11][C:12]=1[CH:13]=[CH2:23])[CH:4]=[CH2:5]. The yield is 0.530. (5) The reactants are [CH2:1]([O:8][C@@H:9]1[CH2:13][CH2:12][CH2:11][C@H:10]1[NH2:14])[C:2]1[CH:7]=[CH:6][CH:5]=[CH:4][CH:3]=1.C(N(CC)CC)C.[C:22](=[S:24])=S.CI.[N:27]1[CH:32]=[CH:31][CH:30]=[CH:29][C:28]=1[CH2:33][C:34]([NH:36][NH2:37])=O. The catalyst is CCO. The product is [CH2:1]([O:8][C@@H:9]1[CH2:13][CH2:12][CH2:11][C@H:10]1[N:14]1[C:34]([CH2:33][C:28]2[CH:29]=[CH:30][CH:31]=[CH:32][N:27]=2)=[N:36][NH:37][C:22]1=[S:24])[C:2]1[CH:7]=[CH:6][CH:5]=[CH:4][CH:3]=1. The yield is 0.0600. (6) The reactants are [H-].[Na+].[F:3][C:4]1[CH:9]=[CH:8][C:7]([C:10]([OH:13])([CH3:12])[CH3:11])=[CH:6][CH:5]=1.[CH2:14](Br)[CH:15]=[CH2:16]. The catalyst is O1CCCC1. The product is [CH2:16]([O:13][C:10]([C:7]1[CH:6]=[CH:5][C:4]([F:3])=[CH:9][CH:8]=1)([CH3:11])[CH3:12])[CH:15]=[CH2:14]. The yield is 0.600. (7) The reactants are C(OC([NH:8][C:9]1[C:19]([CH3:20])=[C:18]([CH3:21])[C:12]([O:13][CH2:14][C:15]([OH:17])=O)=[C:11]([CH3:22])[C:10]=1[CH3:23])=O)(C)(C)C.C(OC(N[N:32]1[CH2:37][CH2:36][CH:35]([NH:38][CH3:39])[CH2:34][CH2:33]1)=O)(C)(C)C.C(=O)([O-])O.[Na+].FC(F)(F)C(O)=O. The catalyst is C(OCC)(=O)C.C(N(CC)CC)C.ClCCl. The product is [NH2:8][C:9]1[C:10]([CH3:23])=[C:11]([CH3:22])[C:12]([O:13][CH2:14][C:15]([N:38]([CH3:39])[CH:35]2[CH2:36][CH2:37][NH:32][CH2:33][CH2:34]2)=[O:17])=[C:18]([CH3:21])[C:19]=1[CH3:20]. The yield is 0.420. (8) The reactants are [C:1]([C:5]1[CH:10]=[C:9]([C:11]([F:14])([F:13])[F:12])[C:8]([N+:15]([O-])=O)=[CH:7][C:6]=1[O:18]CC1C=CC=CC=1)([CH3:4])([CH3:3])[CH3:2].C([O-])=O.[NH4+]. The catalyst is CCO.[Pd]. The product is [NH2:15][C:8]1[C:9]([C:11]([F:12])([F:13])[F:14])=[CH:10][C:5]([C:1]([CH3:2])([CH3:3])[CH3:4])=[C:6]([OH:18])[CH:7]=1. The yield is 0.520.